This data is from Forward reaction prediction with 1.9M reactions from USPTO patents (1976-2016). The task is: Predict the product of the given reaction. (1) Given the reactants [N:1]([C:4]1[CH:5]=[N:6][CH:7]=[C:8]([CH:12]=1)[C:9]([NH2:11])=[O:10])=[N+]=[N-].[H][H], predict the reaction product. The product is: [NH2:1][C:4]1[CH:5]=[N:6][CH:7]=[C:8]([CH:12]=1)[C:9]([NH2:11])=[O:10]. (2) Given the reactants [F:1][C:2]1[CH:3]=[C:4]([CH:7]=[CH:8][C:9]=1[CH3:10])[C:5]#[N:6].[Br:11]N1C(=O)CCC1=O, predict the reaction product. The product is: [Br:11][CH2:10][C:9]1[CH:8]=[CH:7][C:4]([C:5]#[N:6])=[CH:3][C:2]=1[F:1]. (3) Given the reactants [Br:1][C:2]1[CH:7]=[CH:6][C:5]([SH:8])=[CH:4][CH:3]=1.[H-].[Na+].Br[CH:12]([CH3:14])[CH3:13], predict the reaction product. The product is: [Br:1][C:2]1[CH:7]=[CH:6][C:5]([S:8][CH:12]([CH3:14])[CH3:13])=[CH:4][CH:3]=1.